This data is from Catalyst prediction with 721,799 reactions and 888 catalyst types from USPTO. The task is: Predict which catalyst facilitates the given reaction. (1) Reactant: [Cl:1][C:2]1[CH:7]=[CH:6][CH:5]=[CH:4][C:3]=1[C:8]1[C:17]([CH2:18][NH2:19])=[CH:16][C:15]2[C:10](=[C:11]([CH3:20])[CH:12]=[CH:13][CH:14]=2)[N:9]=1.Cl[C:22]1[C:27]([Cl:28])=[CH:26][N:25]=[C:24]([NH2:29])[N:23]=1. Product: [Cl:28][C:27]1[C:22]([NH:19][CH2:18][C:17]2[C:8]([C:3]3[CH:4]=[CH:5][CH:6]=[CH:7][C:2]=3[Cl:1])=[N:9][C:10]3[C:15]([CH:16]=2)=[CH:14][CH:13]=[CH:12][C:11]=3[CH3:20])=[N:23][C:24]([NH2:29])=[N:25][CH:26]=1. The catalyst class is: 709. (2) Reactant: [NH2:1][CH:2]1[CH2:5][N:4]([CH2:6][C:7]2[C:16]([Cl:17])=[C:15]3[C:10]([C:11](=[O:32])[N:12]([CH2:19][C:20]4[CH:25]=[C:24]([Cl:26])[CH:23]=[CH:22][C:21]=4[S:27]([CH2:30][CH3:31])(=[O:29])=[O:28])[C:13](=[O:18])[NH:14]3)=[CH:9][C:8]=2[C:33]([F:36])([F:35])[F:34])[CH2:3]1.C[N+](C)=C1C=CN([S:45]([N-:48][C:49]([O:51][C:52]([CH3:55])([CH3:54])[CH3:53])=[O:50])(=[O:47])=[O:46])C=C1.O.C(OCC)(=O)C. Product: [Cl:17][C:16]1[C:7]([CH2:6][N:4]2[CH2:5][CH:2]([NH:1][S:45]([NH:48][C:49](=[O:50])[O:51][C:52]([CH3:54])([CH3:53])[CH3:55])(=[O:46])=[O:47])[CH2:3]2)=[C:8]([C:33]([F:34])([F:35])[F:36])[CH:9]=[C:10]2[C:15]=1[NH:14][C:13](=[O:18])[N:12]([CH2:19][C:20]1[CH:25]=[C:24]([Cl:26])[CH:23]=[CH:22][C:21]=1[S:27]([CH2:30][CH3:31])(=[O:29])=[O:28])[C:11]2=[O:32]. The catalyst class is: 10. (3) Reactant: [NH2:1][C:2]1[C:7](=[O:8])[CH:6]=[CH:5][N:4]([C:9]2[CH:14]=[CH:13][CH:12]=[C:11]([C:15]([F:18])([F:17])[F:16])[CH:10]=2)[N:3]=1.[CH:19]([CH:21]=O)=O.[CH:23](=O)[C:24]1[CH:29]=[CH:28][CH:27]=[CH:26][CH:25]=1.[NH4+:31].[Cl-].OP(O)(O)=O. Product: [C:24]1([C:23]2[N:1]([C:2]3[C:7](=[O:8])[CH:6]=[CH:5][N:4]([C:9]4[CH:14]=[CH:13][CH:12]=[C:11]([C:15]([F:16])([F:18])[F:17])[CH:10]=4)[N:3]=3)[CH:19]=[CH:21][N:31]=2)[CH:29]=[CH:28][CH:27]=[CH:26][CH:25]=1. The catalyst class is: 24. (4) Reactant: [CH3:1][C@@H:2]1[C@H:6]([C:7]2[CH:12]=[CH:11][CH:10]=[CH:9][CH:8]=2)[O:5][S@@:4](=[O:13])[N:3]1[S:14]([C:17]1[CH:22]=[CH:21][C:20]([CH3:23])=[CH:19][CH:18]=1)(=[O:16])=[O:15].[C:24]([Mg]Cl)([CH3:27])([CH3:26])[CH3:25]. Product: [C:7]1([C@H:6]([O:5][S@:4]([C:24]([CH3:27])([CH3:26])[CH3:25])=[O:13])[C@H:2]([NH:3][S:14]([C:17]2[CH:22]=[CH:21][C:20]([CH3:23])=[CH:19][CH:18]=2)(=[O:16])=[O:15])[CH3:1])[CH:12]=[CH:11][CH:10]=[CH:9][CH:8]=1. The catalyst class is: 1. (5) Reactant: [O:1]=[C:2]1[NH:7][C:6]2[CH:8]=[C:9]([CH2:12][N:13]3[CH2:18][CH2:17][N:16]([C:19]4[CH:29]=[CH:28][C:22]([C:23]([O:25]CC)=[O:24])=[CH:21][CH:20]=4)[CH2:15][CH2:14]3)[CH:10]=[N:11][C:5]=2[N:4]2[CH2:30][CH2:31][S:32][CH2:33][C@@H:3]12.[Li+].[OH-]. Product: [O:1]=[C:2]1[NH:7][C:6]2[CH:8]=[C:9]([CH2:12][N:13]3[CH2:18][CH2:17][N:16]([C:19]4[CH:20]=[CH:21][C:22]([C:23]([OH:25])=[O:24])=[CH:28][CH:29]=4)[CH2:15][CH2:14]3)[CH:10]=[N:11][C:5]=2[N:4]2[CH2:30][CH2:31][S:32][CH2:33][C@@H:3]12. The catalyst class is: 12.